Regression. Given two drug SMILES strings and cell line genomic features, predict the synergy score measuring deviation from expected non-interaction effect. From a dataset of NCI-60 drug combinations with 297,098 pairs across 59 cell lines. (1) Drug 1: CS(=O)(=O)C1=CC(=C(C=C1)C(=O)NC2=CC(=C(C=C2)Cl)C3=CC=CC=N3)Cl. Drug 2: CC(C)NC(=O)C1=CC=C(C=C1)CNNC.Cl. Cell line: SR. Synergy scores: CSS=22.9, Synergy_ZIP=-2.87, Synergy_Bliss=-0.236, Synergy_Loewe=2.07, Synergy_HSA=1.23. (2) Drug 1: CNC(=O)C1=CC=CC=C1SC2=CC3=C(C=C2)C(=NN3)C=CC4=CC=CC=N4. Drug 2: CCN(CC)CCNC(=O)C1=C(NC(=C1C)C=C2C3=C(C=CC(=C3)F)NC2=O)C. Cell line: HOP-62. Synergy scores: CSS=0.713, Synergy_ZIP=2.47, Synergy_Bliss=3.75, Synergy_Loewe=1.47, Synergy_HSA=0.453.